Dataset: Full USPTO retrosynthesis dataset with 1.9M reactions from patents (1976-2016). Task: Predict the reactants needed to synthesize the given product. (1) Given the product [O:1]1[CH:5]=[CH:4][C:3]([C:6]2[C:15]3[O:14][CH2:13][CH2:12][NH:11][CH2:10][C:9]=3[S:8][CH:7]=2)=[CH:2]1, predict the reactants needed to synthesize it. The reactants are: [O:1]1[CH:5]=[CH:4][C:3]([C:6]2[C:15]3[O:14][CH2:13][CH2:12][N:11](C(OC(C)(C)C)=O)[CH2:10][C:9]=3[S:8][CH:7]=2)=[CH:2]1.C(OCC)(=O)C.Cl. (2) Given the product [CH2:37]([O:8][C:6]1[C:5]([F:9])=[CH:4][C:3]([C:10]2[S:11][C:12]([C:15]3[N:16]=[C:17]4[C:22]([Cl:23])=[CH:21][C:20]([C:24]([F:26])([F:25])[F:27])=[CH:19][N:18]4[CH:28]=3)=[N:13][N:14]=2)=[C:2]([Cl:1])[CH:7]=1)[CH:36]=[CH2:35], predict the reactants needed to synthesize it. The reactants are: [Cl:1][C:2]1[C:3]([C:10]2[S:11][C:12]([C:15]3[N:16]=[C:17]4[C:22]([Cl:23])=[CH:21][C:20]([C:24]([F:27])([F:26])[F:25])=[CH:19][N:18]4[CH:28]=3)=[N:13][N:14]=2)=[CH:4][C:5]([F:9])=[C:6]([OH:8])[CH:7]=1.C([O-])([O-])=O.[K+].[K+].[CH2:35](Br)[CH:36]=[CH2:37]. (3) The reactants are: [CH3:1][C:2]1[O:6][N:5]=[C:4]([C:7]2[CH:12]=[CH:11][CH:10]=[CH:9][CH:8]=2)[C:3]=1[C:13]([NH:15][NH2:16])=[O:14].[F:17][C:18]1[CH:26]=[C:25]([F:27])[C:24]([F:28])=[CH:23][C:19]=1[C:20](O)=O. Given the product [CH3:1][C:2]1[O:6][N:5]=[C:4]([C:7]2[CH:12]=[CH:11][CH:10]=[CH:9][CH:8]=2)[C:3]=1[C:13]1[O:14][C:20]([C:19]2[CH:23]=[C:24]([F:28])[C:25]([F:27])=[CH:26][C:18]=2[F:17])=[N:16][N:15]=1, predict the reactants needed to synthesize it. (4) Given the product [CH2:1]1[C:5]2([CH2:10][CH2:9][CH2:8][CH2:7][CH2:6]2)[CH2:4][CH2:3][CH:2]1[CH2:11][OH:12], predict the reactants needed to synthesize it. The reactants are: [CH:1]1[C:5]2([CH2:10][CH2:9][CH2:8][CH2:7][CH2:6]2)[CH2:4][CH2:3][C:2]=1[CH2:11][OH:12].[H][H]. (5) Given the product [Br:1][C:2]1[C:11]2[C:6](=[CH:7][CH:8]=[CH:9][CH:10]=2)[C:5]([C:12]([O:14][CH3:20])=[O:13])=[CH:4][CH:3]=1, predict the reactants needed to synthesize it. The reactants are: [Br:1][C:2]1[C:11]2[C:6](=[CH:7][CH:8]=[CH:9][CH:10]=2)[C:5]([C:12]([OH:14])=[O:13])=[CH:4][CH:3]=1.S(=O)(=O)(O)O.[CH3:20]COC(C)=O.CCCCCCC. (6) The reactants are: BrC1C=CC([C:8]2[CH:21]=[CH:20][C:19]3[C:18]4[C:13](=[CH:14][CH:15]=[CH:16][CH:17]=4)[CH:12]=[CH:11][C:10]=3[CH:9]=2)=CC=1.C1C2C=CC3C(=CC=CC=3)C=2C=C(B(O)O)C=1.[Br:39][C:40]1[CH:41]=[C:42](I)[CH:43]=[CH:44][CH:45]=1. Given the product [Br:39][C:40]1[CH:45]=[C:44]([C:10]2[CH:11]=[CH:12][C:21]3[CH:20]=[CH:19][C:18]4[C:17]([C:8]=3[CH:9]=2)=[CH:16][CH:15]=[CH:14][CH:13]=4)[CH:43]=[CH:42][CH:41]=1, predict the reactants needed to synthesize it. (7) Given the product [CH3:25][C:6]1[CH:5]=[C:4]([CH:9]=[C:8]([CH3:10])[C:7]=1[CH2:11][C:12]1[CH:17]=[CH:16][C:15]([OH:18])=[C:14]([CH:22]([CH3:23])[CH3:24])[CH:13]=1)[CH2:3][OH:2], predict the reactants needed to synthesize it. The reactants are: C[O:2][C:3](=O)[C:4]1[CH:9]=[C:8]([CH3:10])[C:7]([CH2:11][C:12]2[CH:17]=[CH:16][C:15]([O:18]COC)=[C:14]([CH:22]([CH3:24])[CH3:23])[CH:13]=2)=[C:6]([CH3:25])[CH:5]=1.Cl.O1CCOCC1.CC(C[AlH]CC(C)C)C. (8) Given the product [C:11]([C:15]1[CH:20]=[CH:19][C:18]([S:21]([NH:1][C:2]2[CH:6]=[CH:5][S:4][C:3]=2[C:7]([O:9][CH3:10])=[O:8])(=[O:23])=[O:22])=[CH:17][CH:16]=1)([CH3:14])([CH3:12])[CH3:13], predict the reactants needed to synthesize it. The reactants are: [NH2:1][C:2]1[CH:6]=[CH:5][S:4][C:3]=1[C:7]([O:9][CH3:10])=[O:8].[C:11]([C:15]1[CH:20]=[CH:19][C:18]([S:21](Cl)(=[O:23])=[O:22])=[CH:17][CH:16]=1)([CH3:14])([CH3:13])[CH3:12]. (9) Given the product [C:20]([C:22]1[CH:23]=[C:24]([CH:27]=[CH:28][CH:29]=1)[CH2:25][O:1][C:2]1[CH:11]=[C:10]2[C:5]([CH2:6][CH2:7][CH2:8][CH:9]2[NH:12][C:13](=[O:19])[O:14][C:15]([CH3:16])([CH3:18])[CH3:17])=[CH:4][CH:3]=1)#[N:21], predict the reactants needed to synthesize it. The reactants are: [OH:1][C:2]1[CH:11]=[C:10]2[C:5]([CH2:6][CH2:7][CH2:8][CH:9]2[NH:12][C:13](=[O:19])[O:14][C:15]([CH3:18])([CH3:17])[CH3:16])=[CH:4][CH:3]=1.[C:20]([C:22]1[CH:23]=[C:24]([CH:27]=[CH:28][CH:29]=1)[CH2:25]Br)#[N:21].C(#N)C.C(=O)([O-])[O-].[Cs+].[Cs+].